Dataset: Full USPTO retrosynthesis dataset with 1.9M reactions from patents (1976-2016). Task: Predict the reactants needed to synthesize the given product. Given the product [CH2:29]([O:28][C:27]1[N:26]=[CH:25][C:24]([CH2:31][N:32]2[CH:36]=[N:35][C:34]([CH2:37][OH:38])=[N:33]2)=[CH:23][C:22]=1[C:7]1[CH:6]=[CH:5][CH:4]=[CH:3][C:2]=1[F:1])[CH3:30], predict the reactants needed to synthesize it. The reactants are: [F:1][C:2]1[CH:3]=[C:4](C2C=C(CO)C=NC=2OCCC)[CH:5]=[CH:6][C:7]=1F.Br[C:22]1[CH:23]=[C:24]([CH2:31][N:32]2[CH:36]=[N:35][C:34]([CH2:37][OH:38])=[N:33]2)[CH:25]=[N:26][C:27]=1[O:28][CH2:29][CH3:30].FC1C=CC=CC=1B(O)O.